This data is from TCR-epitope binding with 47,182 pairs between 192 epitopes and 23,139 TCRs. The task is: Binary Classification. Given a T-cell receptor sequence (or CDR3 region) and an epitope sequence, predict whether binding occurs between them. The epitope is IIKDYGKQM. The TCR CDR3 sequence is CASSYGTNYEQYF. Result: 0 (the TCR does not bind to the epitope).